Task: Predict the product of the given reaction.. Dataset: Forward reaction prediction with 1.9M reactions from USPTO patents (1976-2016) (1) Given the reactants [Cl:1][C:2]1[C:11]2[C:6](=[CH:7][C:8]([OH:14])=[C:9]([O:12][CH3:13])[CH:10]=2)[N:5]=[CH:4][N:3]=1.Br[CH2:16][CH2:17][CH2:18][CH2:19][Cl:20].C(=O)([O-])[O-].[K+].[K+], predict the reaction product. The product is: [Cl:1][C:2]1[C:11]2[C:6](=[CH:7][C:8]([O:14][CH2:16][CH2:17][CH2:18][CH2:19][Cl:20])=[C:9]([O:12][CH3:13])[CH:10]=2)[N:5]=[CH:4][N:3]=1. (2) Given the reactants [CH3:1][C:2]1[CH:7]=[CH:6][C:5]([C:8]2[O:12][N:11]=[CH:10][C:9]=2[C:13]([OH:15])=O)=[CH:4][CH:3]=1.[OH:16][C:17]1([C:23]2[CH:28]=[CH:27][CH:26]=[CH:25][CH:24]=2)[CH2:22][CH2:21][NH:20][CH2:19][CH2:18]1, predict the reaction product. The product is: [CH3:1][C:2]1[CH:3]=[CH:4][C:5]([C:8]2[O:12][N:11]=[CH:10][C:9]=2[C:13]([N:20]2[CH2:19][CH2:18][C:17]([C:23]3[CH:28]=[CH:27][CH:26]=[CH:25][CH:24]=3)([OH:16])[CH2:22][CH2:21]2)=[O:15])=[CH:6][CH:7]=1. (3) Given the reactants [CH3:1][O:2][C:3](=[O:31])[CH:4]([C:17]1[CH:22]=[C:21]([C:23]([F:26])([F:25])[F:24])[CH:20]=[C:19]([C:27]([F:30])([F:29])[F:28])[CH:18]=1)[N:5]1[C:14]2[C:9](=[CH:10][CH:11]=[CH:12][CH:13]=2)[NH:8][CH:7]([CH2:15][CH3:16])[CH2:6]1.C(C1C=NC2C(=CC=CC=2)N=1)C.C1C(=O)N([Br:51])C(=O)C1, predict the reaction product. The product is: [CH3:1][O:2][C:3](=[O:31])[CH:4]([C:17]1[CH:22]=[C:21]([C:23]([F:24])([F:25])[F:26])[CH:20]=[C:19]([C:27]([F:28])([F:29])[F:30])[CH:18]=1)[N:5]1[C:14]2[C:9](=[CH:10][CH:11]=[C:12]([Br:51])[CH:13]=2)[NH:8][CH:7]([CH2:15][CH3:16])[CH2:6]1. (4) Given the reactants [Cl:1][C:2]1[C:3]([F:37])=[C:4]([CH:34]=[CH:35][CH:36]=1)[C:5]([N:7]1[CH2:12][CH2:11][N:10]([CH2:13][C:14]2[N:19]=[C:18]([NH:20][C:21]3[CH:25]=[CH:24][N:23](COCC[Si](C)(C)C)[N:22]=3)[CH:17]=[CH:16][CH:15]=2)[CH2:9][CH2:8]1)=[O:6].O, predict the reaction product. The product is: [Cl:1][C:2]1[C:3]([F:37])=[C:4]([CH:34]=[CH:35][CH:36]=1)[C:5]([N:7]1[CH2:12][CH2:11][N:10]([CH2:13][C:14]2[N:19]=[C:18]([NH:20][C:21]3[CH:25]=[CH:24][NH:23][N:22]=3)[CH:17]=[CH:16][CH:15]=2)[CH2:9][CH2:8]1)=[O:6]. (5) Given the reactants [CH3:1][O:2][CH2:3]Cl.C(N(C(C)C)CC)(C)C.[OH:14][C:15]1[CH:20]=[CH:19][C:18]([C:21]2[CH:26]=[CH:25][C:24]([C:27]#[N:28])=[CH:23][CH:22]=2)=[CH:17][CH:16]=1.O, predict the reaction product. The product is: [CH3:1][O:2][CH2:3][O:14][C:15]1[CH:16]=[CH:17][C:18]([C:21]2[CH:26]=[CH:25][C:24]([C:27]#[N:28])=[CH:23][CH:22]=2)=[CH:19][CH:20]=1. (6) Given the reactants Br[C:2]1[CH:3]=[C:4]([CH:12]=[CH:13][CH:14]=1)[O:5][CH2:6][C@@H:7]1[CH2:11][CH2:10][CH2:9][O:8]1.[B:15]1([B:15]2[O:19][C:18]([CH3:21])([CH3:20])[C:17]([CH3:23])([CH3:22])[O:16]2)[O:19][C:18]([CH3:21])([CH3:20])[C:17]([CH3:23])([CH3:22])[O:16]1.C([O-])(=O)C.[K+], predict the reaction product. The product is: [CH3:22][C:17]1([CH3:23])[C:18]([CH3:21])([CH3:20])[O:19][B:15]([C:2]2[CH:14]=[CH:13][CH:12]=[C:4]([O:5][CH2:6][C@@H:7]3[CH2:11][CH2:10][CH2:9][O:8]3)[CH:3]=2)[O:16]1. (7) Given the reactants [CH3:1][O:2][C:3]1[CH:12]=[CH:11][CH:10]=[C:9]2[C:4]=1[CH:5]=[CH:6][CH:7]=[C:8]2[CH2:13][N:14]([CH2:20][CH2:21][CH:22]([CH3:24])[CH3:23])[CH2:15][CH2:16][CH:17]([CH3:19])[CH3:18].ClC1[CH:31]=[CH:30][C:29]([C:32]#[N:33])=[CH:28][N:27]=1, predict the reaction product. The product is: [CH3:23][CH:22]([CH3:24])[CH2:21][CH2:20][N:14]([CH2:13][C:8]1[CH:7]=[CH:6][CH:5]=[C:4]2[C:9]=1[CH:10]=[CH:11][CH:12]=[C:3]2[O:2][C:1]1[CH:31]=[CH:30][C:29]([C:32]#[N:33])=[CH:28][N:27]=1)[CH2:15][CH2:16][CH:17]([CH3:18])[CH3:19].